From a dataset of Retrosynthesis with 50K atom-mapped reactions and 10 reaction types from USPTO. Predict the reactants needed to synthesize the given product. (1) Given the product CNC(=O)c1ccc(Cl)nc1Cl, predict the reactants needed to synthesize it. The reactants are: CN.O=C(O)c1ccc(Cl)nc1Cl. (2) Given the product NC(=O)Cc1cccnc1, predict the reactants needed to synthesize it. The reactants are: CCOC(=O)Cc1cccnc1.N. (3) Given the product COC(=O)c1cc(F)ccc1-c1ccc(F)c(C)c1, predict the reactants needed to synthesize it. The reactants are: COC(=O)c1cc(F)ccc1Br.Cc1cc(B(O)O)ccc1F. (4) Given the product O=C(O)CC1CCC(c2ccc(-c3ccc(Nc4nnc(C5CCC5)o4)cc3)cc2)CO1, predict the reactants needed to synthesize it. The reactants are: O=C(CC1CCC(c2ccc(-c3ccc(Nc4nnc(C5CCC5)o4)cc3)cc2)CO1)OCc1ccccc1. (5) The reactants are: CC(C)(C)OC(=O)NCCCCCCI.CCCn1c(COCC)nc2cnc3ccc(O)cc3c21. Given the product CCCn1c(COCC)nc2cnc3ccc(OCCCCCCNC(=O)OC(C)(C)C)cc3c21, predict the reactants needed to synthesize it. (6) Given the product CC(C)(C)OC(=O)NCC(=O)NCC(=O)Oc1ccc(-c2nn(C3CCCC3)c3c(F)cccc23)cc1, predict the reactants needed to synthesize it. The reactants are: CC(C)(C)OC(=O)NCC(=O)NCC(=O)O.Oc1ccc(-c2nn(C3CCCC3)c3c(F)cccc23)cc1. (7) Given the product N#Cc1ccc(OCc2cccc(CO)c2)cc1, predict the reactants needed to synthesize it. The reactants are: COC(=O)c1cccc(COc2ccc(C#N)cc2)c1. (8) Given the product CCCCCCCCOc1ccc2c(c1)C(=O)c1cc3ccccc3cc1C2=O, predict the reactants needed to synthesize it. The reactants are: CCCCCCCCO.O=C1c2ccc(F)cc2C(=O)c2cc3ccccc3cc21.